This data is from CYP2D6 inhibition data for predicting drug metabolism from PubChem BioAssay. The task is: Regression/Classification. Given a drug SMILES string, predict its absorption, distribution, metabolism, or excretion properties. Task type varies by dataset: regression for continuous measurements (e.g., permeability, clearance, half-life) or binary classification for categorical outcomes (e.g., BBB penetration, CYP inhibition). Dataset: cyp2d6_veith. The compound is Nc1ncnc2c1ncn2[C@H]1O[C@@H](C(=O)OCCO)[C@@H](O)[C@H]1O. The result is 0 (non-inhibitor).